Task: Predict which catalyst facilitates the given reaction.. Dataset: Catalyst prediction with 721,799 reactions and 888 catalyst types from USPTO (1) Reactant: [S-:1][C:2]#[N:3].[NH4+].[C:5](Cl)(=[O:12])[C:6]1[CH:11]=[CH:10][CH:9]=[CH:8][CH:7]=1.[NH2:14][C:15]1[CH:24]=[C:23]2[C:18]([CH:19]=[CH:20][CH:21]=[C:22]2[N:25]2[CH2:30][CH2:29][N:28]([CH3:31])[CH2:27][CH2:26]2)=[CH:17][CH:16]=1. Product: [C:5]([NH:3][C:2]([NH:14][C:15]1[CH:24]=[C:23]2[C:18]([CH:19]=[CH:20][CH:21]=[C:22]2[N:25]2[CH2:30][CH2:29][N:28]([CH3:31])[CH2:27][CH2:26]2)=[CH:17][CH:16]=1)=[S:1])(=[O:12])[C:6]1[CH:11]=[CH:10][CH:9]=[CH:8][CH:7]=1. The catalyst class is: 21. (2) Reactant: [Li+].[BH4-].[C:3]([C:6]1[CH:7]=[C:8]([N:12]2[C:20]3[C:15](=[CH:16][CH:17]=[CH:18][CH:19]=3)[C:14]([CH2:21][C:22](OCC)=[O:23])=[C:13]2[C:27]([OH:29])=[O:28])[CH:9]=[CH:10][CH:11]=1)([OH:5])=[O:4]. Product: [C:3]([C:6]1[CH:7]=[C:8]([N:12]2[C:20]3[C:15](=[CH:16][CH:17]=[CH:18][CH:19]=3)[C:14]([CH2:21][CH2:22][OH:23])=[C:13]2[C:27]([OH:29])=[O:28])[CH:9]=[CH:10][CH:11]=1)([OH:5])=[O:4]. The catalyst class is: 57. (3) Reactant: [CH2:1]([C:8]1[NH:12][C:11]([C:13]2[C:17]([NH:18][C:19](=[O:28])[C:20]3[C:25]([F:26])=[CH:24][CH:23]=[CH:22][C:21]=3[F:27])=[CH:16][N:15](C3CCCCO3)[N:14]=2)=[N:10][C:9]=1[CH:35]=[O:36])[C:2]1[CH:7]=[CH:6][CH:5]=[CH:4][CH:3]=1.[BH4-].[Na+]. Product: [CH2:1]([C:8]1[NH:12][C:11]([C:13]2[C:17]([NH:18][C:19](=[O:28])[C:20]3[C:21]([F:27])=[CH:22][CH:23]=[CH:24][C:25]=3[F:26])=[CH:16][NH:15][N:14]=2)=[N:10][C:9]=1[CH2:35][OH:36])[C:2]1[CH:3]=[CH:4][CH:5]=[CH:6][CH:7]=1. The catalyst class is: 1. (4) Reactant: [C:14]1(P([C:14]2[CH:19]=[CH:18][CH:17]=[CH:16][CH:15]=2)[C:14]2[CH:19]=[CH:18][CH:17]=[CH:16][CH:15]=2)[CH:19]=[CH:18][CH:17]=[CH:16][CH:15]=1.[C:20]([CH2:22][NH:23][C:24](=O)[C:25]1[CH:30]=[CH:29][C:28]([O:31][CH2:32][C:33]2[CH:42]=[CH:41][C:40]3[C:35](=[CH:36][CH:37]=[CH:38][CH:39]=3)[N:34]=2)=[CH:27][C:26]=1[C:43]1(C2C=CC=CC=2)[CH2:48][CH:47]2[CH2:49][CH:44]1[CH2:45][CH2:46]2)#[N:21].C(Cl)(Cl)(Cl)[Cl:58]. Product: [Cl:58][C:20]1[N:21]=[C:24]([C:25]2[CH:30]=[CH:29][C:28]([O:31][CH2:32][C:33]3[CH:42]=[CH:41][C:40]4[C:35](=[CH:36][CH:37]=[CH:38][CH:39]=4)[N:34]=3)=[CH:27][C:26]=2[C:43]2([C:14]3[CH:15]=[CH:16][CH:17]=[CH:18][CH:19]=3)[CH2:48][CH:47]3[CH2:49][CH:44]2[CH2:45][CH2:46]3)[NH:23][CH:22]=1. The catalyst class is: 10. (5) Reactant: [Cl:1][C:2]1[CH:9]=[C:8]([N+:10]([O-:12])=[O:11])[CH:7]=[CH:6][C:3]=1[CH2:4]Br.C(N(C(C)C)CC)(C)C.[F:22][C:23]1[CH:24]=[C:25]([CH:27]=[CH:28][CH:29]=1)[NH2:26]. Product: [Cl:1][C:2]1[CH:9]=[C:8]([N+:10]([O-:12])=[O:11])[CH:7]=[CH:6][C:3]=1[CH2:4][NH:26][C:25]1[CH:27]=[CH:28][CH:29]=[C:23]([F:22])[CH:24]=1. The catalyst class is: 10. (6) Reactant: [NH2:1][CH2:2][C:3]1[CH:8]=[CH:7][C:6]([F:9])=[CH:5][C:4]=1[NH2:10].[C:11]1(=[O:17])[NH:15][C:14](=[O:16])[CH:13]=[CH:12]1. Product: [NH2:10][C:4]1[CH:5]=[C:6]([F:9])[CH:7]=[CH:8][C:3]=1[CH2:2][NH:1][CH:13]1[CH2:12][C:11](=[O:17])[NH:15][C:14]1=[O:16]. The catalyst class is: 13. (7) Reactant: [CH3:1][C:2]1[CH:3]=[N:4][NH:5][CH:6]=1.[H-].[Na+].Cl[C:10]1[N:15]=[C:14]([NH:16][C@@H:17]([CH:19]2[CH2:21][CH2:20]2)[CH3:18])[N:13]=[C:12]([NH:22][C@@H:23]([CH:25]2[CH2:27][CH2:26]2)[CH3:24])[N:11]=1. Product: [CH:19]1([C@H:17]([NH:16][C:14]2[N:13]=[C:12]([NH:22][C@@H:23]([CH:25]3[CH2:26][CH2:27]3)[CH3:24])[N:11]=[C:10]([N:4]3[CH:3]=[C:2]([CH3:1])[CH:6]=[N:5]3)[N:15]=2)[CH3:18])[CH2:20][CH2:21]1. The catalyst class is: 1. (8) Reactant: [OH-:1].[Na+].OO.[N+:5]([C:8]1[CH:13]=[CH:12][CH:11]=[C:10](/[CH:14]=[C:15](\[N+:17]([O-:19])=[O:18])/[CH3:16])[CH:9]=1)([O-:7])=[O:6].Cl. Product: [CH3:16][C:15]1([N+:17]([O-:19])=[O:18])[CH:14]([C:10]2[CH:11]=[CH:12][CH:13]=[C:8]([N+:5]([O-:7])=[O:6])[CH:9]=2)[O:1]1. The catalyst class is: 5. (9) Reactant: Br[CH2:2][C:3]1[C:11]2[O:10][C:9]([C:12]#[N:13])=[CH:8][C:7]=2[CH:6]=[C:5]([F:14])[CH:4]=1.[OH:15][C:16]1[CH:21]=[CH:20][C:19]([CH2:22][CH2:23][C:24]([O:26][C:27]([CH3:30])([CH3:29])[CH3:28])=[O:25])=[C:18]([CH3:31])[C:17]=1[CH3:32].C(=O)([O-])[O-].[K+].[K+]. Product: [C:12]([C:9]1[O:10][C:11]2[C:3]([CH2:2][O:15][C:16]3[CH:21]=[CH:20][C:19]([CH2:22][CH2:23][C:24]([O:26][C:27]([CH3:28])([CH3:29])[CH3:30])=[O:25])=[C:18]([CH3:31])[C:17]=3[CH3:32])=[CH:4][C:5]([F:14])=[CH:6][C:7]=2[CH:8]=1)#[N:13]. The catalyst class is: 23.